Dataset: Peptide-MHC class I binding affinity with 185,985 pairs from IEDB/IMGT. Task: Regression. Given a peptide amino acid sequence and an MHC pseudo amino acid sequence, predict their binding affinity value. This is MHC class I binding data. The peptide sequence is LPLESCFGV. The MHC is HLA-A25:01 with pseudo-sequence HLA-A25:01. The binding affinity (normalized) is 0.0847.